This data is from Reaction yield outcomes from USPTO patents with 853,638 reactions. The task is: Predict the reaction yield, written as a fraction of the theoretical maximum amount of product (1.0 means a 100% yield; for example, 0.34 means a 34% yield). (1) The reactants are [CH2:1]([N:8]1[CH2:13][CH2:12][N:11]([C:14]2([C:27]#N)[CH2:19][CH2:18][N:17]([C:20]([O:22][C:23]([CH3:26])([CH3:25])[CH3:24])=[O:21])[CH2:16][CH2:15]2)[CH2:10][C@@H:9]1[CH3:29])[C:2]1[CH:7]=[CH:6][CH:5]=[CH:4][CH:3]=1.[C:30](=O)=O.C(#N)C.C[Mg]Br.C(OCC)(=O)C. The catalyst is O1CCCC1.CO.O. The product is [CH2:1]([N:8]1[CH2:13][CH2:12][N:11]([C:14]2([CH3:27])[CH2:15][CH2:16][N:17]([C:20]([O:22][C:23]([CH3:25])([CH3:24])[CH3:26])=[O:21])[CH2:18][CH2:19]2)[CH2:10][C@@H:9]1[CH2:29][CH3:30])[C:2]1[CH:7]=[CH:6][CH:5]=[CH:4][CH:3]=1. The yield is 0.926. (2) The reactants are O[C:2]1[N:7]=[C:6]([C:8]2[CH:16]=[CH:15][C:11]([C:12]([OH:14])=O)=[CH:10][CH:9]=2)[CH:5]=[CH:4][N:3]=1.O=P(Cl)(Cl)[Cl:19].[Cl:22][C:23]1[CH:29]=[CH:28][C:26]([NH2:27])=[CH:25][CH:24]=1.CCN(CC)CC. The catalyst is O. The product is [Cl:22][C:23]1[CH:29]=[CH:28][C:26]([NH:27][C:12](=[O:14])[C:11]2[CH:10]=[CH:9][C:8]([C:6]3[CH:5]=[CH:4][N:3]=[C:2]([Cl:19])[N:7]=3)=[CH:16][CH:15]=2)=[CH:25][CH:24]=1. The yield is 0.440. (3) The reactants are [C:1]1([C:7]2[CH:12]=[CH:11][CH:10]=[CH:9][C:8]=2[C:13]2[CH:18]=[CH:17][CH:16]=[CH:15][C:14]=2[C:19]2(O)[C:32]3[CH:31]=[CH:30][CH:29]=[CH:28][C:27]=3[C:26]([C:34]3[CH:39]=[CH:38][CH:37]=[CH:36][C:35]=3[C:40]3[CH:45]=[CH:44][CH:43]=[CH:42][C:41]=3[C:46]3[CH:51]=[CH:50][CH:49]=[CH:48][CH:47]=3)(O)[C:25]3[C:20]2=[CH:21][CH:22]=[CH:23][CH:24]=3)[CH:6]=[CH:5][CH:4]=[CH:3][CH:2]=1.I.[PH2](O)=O. The catalyst is C(O)(=O)C. The product is [C:46]1([C:41]2[CH:42]=[CH:43][CH:44]=[CH:45][C:40]=2[C:35]2[CH:36]=[CH:37][CH:38]=[CH:39][C:34]=2[C:26]2[C:27]3[C:32]([C:19]([C:14]4[CH:15]=[CH:16][CH:17]=[CH:18][C:13]=4[C:8]4[CH:9]=[CH:10][CH:11]=[CH:12][C:7]=4[C:1]4[CH:2]=[CH:3][CH:4]=[CH:5][CH:6]=4)=[C:20]4[C:25]=2[CH:24]=[CH:23][CH:22]=[CH:21]4)=[CH:31][CH:30]=[CH:29][CH:28]=3)[CH:47]=[CH:48][CH:49]=[CH:50][CH:51]=1. The yield is 0.880. (4) The reactants are [C:1]([N:20]1[CH:24]=[CH:23][N:22]=[C:21]1[CH:25]=O)([C:14]1[CH:19]=[CH:18][CH:17]=[CH:16][CH:15]=1)([C:8]1[CH:13]=[CH:12][CH:11]=[CH:10][CH:9]=1)[C:2]1[CH:7]=[CH:6][CH:5]=[CH:4][CH:3]=1.S([O-])([O-])(=O)=O.[Mg+2].[CH2:33]([NH2:40])[C:34]1[CH:39]=[CH:38][CH:37]=[CH:36][CH:35]=1.C(O[BH-](OC(=O)C)OC(=O)C)(=O)C.[Na+]. The catalyst is C1(C)C=CC=CC=1.O.C(OCC)(=O)C. The product is [CH2:33]([NH:40][CH2:25][C:21]1[N:20]([C:1]([C:14]2[CH:19]=[CH:18][CH:17]=[CH:16][CH:15]=2)([C:8]2[CH:13]=[CH:12][CH:11]=[CH:10][CH:9]=2)[C:2]2[CH:7]=[CH:6][CH:5]=[CH:4][CH:3]=2)[CH:24]=[CH:23][N:22]=1)[C:34]1[CH:39]=[CH:38][CH:37]=[CH:36][CH:35]=1. The yield is 0.770. (5) The reactants are [NH2:1][C:2]1[CH:3]=[C:4]([C:8]2[C:16]3[C:11](=[CH:12][CH:13]=[C:14]([C:17]([NH2:19])=[O:18])[CH:15]=3)[N:10](C3CCCCO3)[N:9]=2)[CH:5]=[CH:6][CH:7]=1.[Cl:26][C:27]1[CH:32]=[C:31]([F:33])[CH:30]=[CH:29][C:28]=1[CH2:34][C:35](O)=[O:36].CCN=C=NCCCN(C)C. No catalyst specified. The product is [Cl:26][C:27]1[CH:32]=[C:31]([F:33])[CH:30]=[CH:29][C:28]=1[CH2:34][C:35]([NH:1][C:2]1[CH:3]=[C:4]([C:8]2[C:16]3[C:11](=[CH:12][CH:13]=[C:14]([C:17]([NH2:19])=[O:18])[CH:15]=3)[NH:10][N:9]=2)[CH:5]=[CH:6][CH:7]=1)=[O:36]. The yield is 0.140. (6) The reactants are [C-:1]#[N:2].[K+].Br[CH2:5][C:6]1[CH:11]=[C:10]([CH3:12])[CH:9]=[C:8]([Cl:13])[CH:7]=1.CCOCC. The catalyst is C(O)C. The product is [Cl:13][C:8]1[CH:7]=[C:6]([CH2:5][C:1]#[N:2])[CH:11]=[C:10]([CH3:12])[CH:9]=1. The yield is 0.770.